From a dataset of Forward reaction prediction with 1.9M reactions from USPTO patents (1976-2016). Predict the product of the given reaction. (1) Given the reactants [C:1]([OH:9])(=O)[C:2]1[CH:7]=[CH:6][CH:5]=[N:4][CH:3]=1.CCN=C=NCCCN(C)C.C1C=CC2N(O)N=NC=2C=1.[NH2:31][C:32]12[C:49](=[O:50])[C:48]3[C:43](=[CH:44][CH:45]=[CH:46][CH:47]=3)[C:33]1([OH:51])[O:34][C:35]1[CH:40]=[C:39]([CH3:41])[C:38]([CH3:42])=[CH:37][C:36]=12, predict the reaction product. The product is: [OH:51][C:33]12[C:43]3[C:48](=[CH:47][CH:46]=[CH:45][CH:44]=3)[C:49](=[O:50])[C:32]1([NH:31][C:1](=[O:9])[C:2]1[CH:7]=[CH:6][CH:5]=[N:4][CH:3]=1)[C:36]1[CH:37]=[C:38]([CH3:42])[C:39]([CH3:41])=[CH:40][C:35]=1[O:34]2. (2) The product is: [CH3:1][C:2]1[N:7]=[C:6]([C:8]2[NH:10][O:11][C:19](=[O:20])[N:9]=2)[CH:5]=[C:4]([C:12]2[CH:17]=[CH:16][CH:15]=[C:14]([F:18])[CH:13]=2)[N:3]=1. Given the reactants [CH3:1][C:2]1[N:7]=[C:6]([C:8](=[N:10][OH:11])[NH2:9])[CH:5]=[C:4]([C:12]2[CH:17]=[CH:16][CH:15]=[C:14]([F:18])[CH:13]=2)[N:3]=1.[C:19](N1C=CN=C1)(N1C=CN=C1)=[O:20].N12CCCN=C1CCCCC2.Cl, predict the reaction product. (3) Given the reactants [NH2:1][C:2]1[C:11]([O:12][C:13]2[CH:18]=[CH:17][C:16]([CH2:19][C:20]([O:22]CC)=[O:21])=[CH:15][C:14]=2[O:25][CH3:26])=[CH:10][CH:9]=[C:8]2[C:3]=1[CH:4]=[CH:5][CH:6]=[N:7]2.N1C(C)=CC=CC=1C.[Cl:35][C:36]1[CH:41]=[CH:40][C:39]([S:42](Cl)(=[O:44])=[O:43])=[CH:38][CH:37]=1.[OH-].[Na+].Cl, predict the reaction product. The product is: [Cl:35][C:36]1[CH:41]=[CH:40][C:39]([S:42]([NH:1][C:2]2[C:11]([O:12][C:13]3[CH:18]=[CH:17][C:16]([CH2:19][C:20]([OH:22])=[O:21])=[CH:15][C:14]=3[O:25][CH3:26])=[CH:10][CH:9]=[C:8]3[C:3]=2[CH:4]=[CH:5][CH:6]=[N:7]3)(=[O:44])=[O:43])=[CH:38][CH:37]=1. (4) Given the reactants Cl[C:2]1[C:11]2[C:6](=[CH:7][C:8]([Cl:13])=[C:9]([I:12])[CH:10]=2)[N:5]=[CH:4][CH:3]=1.[N:14]1([C:20]([O:22][C:23]([CH3:26])([CH3:25])[CH3:24])=[O:21])[CH2:19][CH2:18][NH:17][CH2:16][CH2:15]1.CCN(CC)CC.O, predict the reaction product. The product is: [Cl:13][C:8]1[CH:7]=[C:6]2[C:11]([C:2]([N:17]3[CH2:16][CH2:15][N:14]([C:20]([O:22][C:23]([CH3:26])([CH3:25])[CH3:24])=[O:21])[CH2:19][CH2:18]3)=[CH:3][CH:4]=[N:5]2)=[CH:10][C:9]=1[I:12]. (5) Given the reactants COC(=O)[CH2:4][N:5]([C:7](=[O:28])[C@H:8]([CH2:17][C:18]1[CH:23]=[CH:22][C:21]([C:24]([O:26][CH3:27])=[O:25])=[CH:20][CH:19]=1)[NH:9][C:10](OC(C)(C)C)=[O:11])[CH3:6].C(N(CC)CC)C, predict the reaction product. The product is: [CH3:4][N:5]1[CH2:6][C:10](=[O:11])[NH:9][CH:8]([CH2:17][C:18]2[CH:23]=[CH:22][C:21]([C:24]([O:26][CH3:27])=[O:25])=[CH:20][CH:19]=2)[C:7]1=[O:28]. (6) Given the reactants C[O:2][C:3](=[O:14])[C:4]1[CH:9]=[CH:8][CH:7]=[C:6]([N+:10]([O-])=O)[C:5]=1[OH:13].[H][H].[CH3:17]O, predict the reaction product. The product is: [CH3:17][C:7]1[CH:8]=[CH:9][C:4]([C:3]([OH:2])=[O:14])=[C:5]([OH:13])[C:6]=1[NH2:10].